The task is: Predict the product of the given reaction.. This data is from Forward reaction prediction with 1.9M reactions from USPTO patents (1976-2016). (1) Given the reactants [Cl:1][C:2]1[CH:9]=[C:8]([N:10]([CH2:16][C:17]2[CH:22]=[CH:21][CH:20]=[CH:19][C:18]=2[Cl:23])[C@H:11]2[CH2:15][CH2:14][NH:13][CH2:12]2)[CH:7]=[CH:6][C:3]=1[C:4]#[N:5].[C:24]([C:26]1[CH:31]=[CH:30][CH:29]=[CH:28][C:27]=1[S:32](Cl)(=[O:34])=[O:33])#[N:25], predict the reaction product. The product is: [Cl:1][C:2]1[CH:9]=[C:8]([N:10]([CH2:16][C:17]2[CH:22]=[CH:21][CH:20]=[CH:19][C:18]=2[Cl:23])[C@H:11]2[CH2:15][CH2:14][N:13]([S:32]([C:27]3[CH:28]=[CH:29][CH:30]=[CH:31][C:26]=3[C:24]#[N:25])(=[O:34])=[O:33])[CH2:12]2)[CH:7]=[CH:6][C:3]=1[C:4]#[N:5]. (2) The product is: [CH2:24]([N:31]([CH2:32][CH2:33][C:34]#[N:35])[C:21](=[O:23])[CH2:20][N:9]([C:4]1[CH:5]=[CH:6][CH:7]=[CH:8][C:3]=1[O:2][CH3:1])[S:10]([C:13]1[C:14]([CH3:19])=[CH:15][CH:16]=[CH:17][CH:18]=1)(=[O:11])=[O:12])[C:25]1[CH:30]=[CH:29][CH:28]=[CH:27][CH:26]=1. Given the reactants [CH3:1][O:2][C:3]1[CH:8]=[CH:7][CH:6]=[CH:5][C:4]=1[N:9]([CH2:20][C:21]([OH:23])=O)[S:10]([C:13]1[C:14]([CH3:19])=[CH:15][CH:16]=[CH:17][CH:18]=1)(=[O:12])=[O:11].[CH2:24]([NH:31][CH2:32][CH2:33][C:34]#[N:35])[C:25]1[CH:30]=[CH:29][CH:28]=[CH:27][CH:26]=1, predict the reaction product. (3) Given the reactants N1C=CC=CC=1.[Br:7][CH2:8][C:9](Br)=[O:10].[C:12]1([C:18]([OH:21])([CH3:20])[CH3:19])[CH:17]=[CH:16][CH:15]=[CH:14][CH:13]=1, predict the reaction product. The product is: [Br:7][CH2:8][C:9]([O:21][C:18]([C:12]1[CH:17]=[CH:16][CH:15]=[CH:14][CH:13]=1)([CH3:20])[CH3:19])=[O:10]. (4) Given the reactants [C:1](Cl)(=[O:8])[C:2]1[CH:7]=[CH:6][CH:5]=[CH:4][CH:3]=1.[C:10]1([O:16][CH3:17])[CH:15]=[CH:14][CH:13]=[CH:12][CH:11]=1, predict the reaction product. The product is: [CH3:17][O:16][C:10]1[CH:15]=[CH:14][C:13]([C:1]([C:2]2[CH:7]=[CH:6][CH:5]=[CH:4][CH:3]=2)=[O:8])=[CH:12][CH:11]=1. (5) Given the reactants FC(F)(F)C(O)=O.C([SiH](CC)CC)C.O[C:16]1([C:27]2[CH:32]=[CH:31][CH:30]=[CH:29][C:28]=2[S:33][C:34]2[CH:39]=[CH:38][C:37]([CH3:40])=[CH:36][CH:35]=2)[CH2:21][CH2:20][N:19]([C:22]([O:24][CH2:25][CH3:26])=[O:23])[CH2:18][CH2:17]1.C1(C)C=CC=CC=1, predict the reaction product. The product is: [C:37]1([CH3:40])[CH:38]=[CH:39][C:34]([S:33][C:28]2[CH:29]=[CH:30][CH:31]=[CH:32][C:27]=2[CH:16]2[CH2:21][CH2:20][N:19]([C:22]([O:24][CH2:25][CH3:26])=[O:23])[CH2:18][CH2:17]2)=[CH:35][CH:36]=1. (6) Given the reactants C(Cl)Cl.[CH3:4][S:5][C:6]1[CH:16]=[C:15]2[C:10](=[C:11]([C:17]3[CH:22]=[CH:21][CH:20]=[CH:19][CH:18]=3)[C:12]([O:14]2)=[O:13])[CH:9]=[CH:8][CH:7]=1.C[OH:24], predict the reaction product. The product is: [CH3:4][S:5][C:6]1[CH:16]=[C:15]2[C:10](=[C:11]([C:17]3[CH:22]=[CH:21][C:20]([OH:24])=[CH:19][CH:18]=3)[C:12]([O:14]2)=[O:13])[CH:9]=[CH:8][CH:7]=1.